Dataset: Catalyst prediction with 721,799 reactions and 888 catalyst types from USPTO. Task: Predict which catalyst facilitates the given reaction. (1) Product: [CH3:15][N:16]([C:26]1[CH:27]=[CH:28][C:29]([NH:32][C:33]([NH:35][C:36]2[CH:41]=[CH:40][CH:39]=[CH:38][CH:37]=2)=[O:34])=[CH:30][CH:31]=1)[S:17]([C:20]1[S:21][C:22]([C:4]2[CH:5]=[N:1][NH:2][CH:3]=2)=[CH:23][CH:24]=1)(=[O:19])=[O:18]. Reactant: [NH:1]1[CH:5]=[C:4](B2OC(C)(C)C(C)(C)O2)[CH:3]=[N:2]1.[CH3:15][N:16]([C:26]1[CH:31]=[CH:30][C:29]([NH:32][C:33]([NH:35][C:36]2[CH:41]=[CH:40][CH:39]=[CH:38][CH:37]=2)=[O:34])=[CH:28][CH:27]=1)[S:17]([C:20]1[S:21][C:22](Br)=[CH:23][CH:24]=1)(=[O:19])=[O:18].C([O-])([O-])=O.[Na+].[Na+]. The catalyst class is: 57. (2) Reactant: [N+:1]([C:4]1[S:8][C:7]([CH:9]=[O:10])=[CH:6][C:5]=1[C:11]1[CH:15]=[CH:14][NH:13][N:12]=1)([O-])=O.S(S([O-])=O)([O-])=O.[Na+].[Na+].CCO. Product: [NH2:1][C:4]1[S:8][C:7]([CH:9]=[O:10])=[CH:6][C:5]=1[C:11]1[CH:15]=[CH:14][NH:13][N:12]=1. The catalyst class is: 6. (3) Reactant: [C:1]([Si:5]([CH3:35])([CH3:34])[O:6][CH:7]([C:30]([CH3:33])([CH3:32])[CH3:31])[CH2:8][CH2:9][C:10]1[CH:15]=[CH:14][C:13]([C:16]([C:21]2[CH:26]=[CH:25][C:24]([OH:27])=[C:23]([CH3:28])[CH:22]=2)([CH2:19][CH3:20])[CH2:17][CH3:18])=[CH:12][C:11]=1[CH3:29])([CH3:4])([CH3:3])[CH3:2].C1C=CC(P(C2C=CC=CC=2)C2C=CC=CC=2)=CC=1.O[CH2:56][C@H:57]1[O:62][C:61](=[O:63])[CH2:60][CH2:59][CH2:58]1.CCOC(/N=N/C(OCC)=O)=O. Product: [C:1]([Si:5]([CH3:35])([CH3:34])[O:6][CH:7]([C:30]([CH3:33])([CH3:32])[CH3:31])[CH2:8][CH2:9][C:10]1[CH:15]=[CH:14][C:13]([C:16]([C:21]2[CH:26]=[CH:25][C:24]([O:27][CH2:56][C@H:57]3[O:62][C:61](=[O:63])[CH2:60][CH2:59][CH2:58]3)=[C:23]([CH3:28])[CH:22]=2)([CH2:17][CH3:18])[CH2:19][CH3:20])=[CH:12][C:11]=1[CH3:29])([CH3:3])([CH3:2])[CH3:4]. The catalyst class is: 1. (4) Reactant: [OH:1][C:2]1[C:12]2[CH2:11][CH2:10][N:9]([C:13]([O:15][C:16]([CH3:19])([CH3:18])[CH3:17])=[O:14])[CH2:8][CH2:7][C:6]=2[CH:5]=[CH:4][C:3]=1[N+:20]([O-])=O. Product: [NH2:20][C:3]1[CH:4]=[CH:5][C:6]2[CH2:7][CH2:8][N:9]([C:13]([O:15][C:16]([CH3:19])([CH3:17])[CH3:18])=[O:14])[CH2:10][CH2:11][C:12]=2[C:2]=1[OH:1]. The catalyst class is: 579. (5) Product: [CH2:12]([C:11]([C:8]1[CH:9]=[CH:10][C:4]2[S:3][C:2]([NH:1][C:17](=[O:19])[CH3:18])=[N:6][C:5]=2[CH:7]=1)([OH:16])[CH2:14][CH3:15])[CH3:13]. Reactant: [NH2:1][C:2]1[S:3][C:4]2[CH:10]=[CH:9][C:8]([C:11]([OH:16])([CH2:14][CH3:15])[CH2:12][CH3:13])=[CH:7][C:5]=2[N:6]=1.[C:17](OC(=O)C)(=[O:19])[CH3:18]. The catalyst class is: 25. (6) Reactant: [Cl:1][C:2]1[CH:3]=[C:4]2[C:8](=[C:9]([C:11]([OH:13])=[O:12])[CH:10]=1)[NH:7][CH:6]=[CH:5]2.[C:14]1(P(C2C=CC=CC=2)C2C=CC=CC=2)C=CC=C[CH:15]=1.C(O)C.N(C(OCC)=O)=NC(OCC)=O. Product: [Cl:1][C:2]1[CH:3]=[C:4]2[C:8](=[C:9]([C:11]([O:13][CH2:14][CH3:15])=[O:12])[CH:10]=1)[NH:7][CH:6]=[CH:5]2. The catalyst class is: 11. (7) Reactant: [CH3:1][C@@H:2]1[CH2:6][NH:5][C@H:4]([C:7]2[NH:8][C:9]([C:12]3[CH:13]=[C:14]4[CH2:27][O:26][C:25]5[C:16]6=[C:17]([CH:22]=[C:23]([C:28]7[NH:32][C:31]([C@@H:33]8[CH2:37][C@H:36]([CH3:38])[CH2:35][NH:34]8)=[N:30][CH:29]=7)[CH:24]=5)[CH2:18][O:19][C:20]([CH:21]=3)=[C:15]46)=[CH:10][N:11]=2)[CH2:3]1.[CH3:39][O:40][C:41]([NH:43][C@@H:44]([CH:48]([CH3:50])[CH3:49])[C:45](O)=[O:46])=[O:42].[C:51]([O:55][C:56]([NH:58][C@H:59]([C:63]1[CH:68]=[CH:67][CH:66]=[CH:65][CH:64]=1)[C:60]([OH:62])=O)=[O:57])([CH3:54])([CH3:53])[CH3:52].CCOC(C(C#N)=NOC(N1CCOCC1)=[N+](C)C)=O.F[P-](F)(F)(F)(F)F.CCN(C(C)C)C(C)C. Product: [CH3:39][O:40][C:41]([NH:43][C@@H:44]([CH:48]([CH3:50])[CH3:49])[C:45]([N:34]1[CH2:35][C@@H:36]([CH3:38])[CH2:37][C@H:33]1[C:31]1[NH:32][C:28]([C:23]2[CH:22]=[C:17]3[CH2:18][O:19][C:20]4[C:15]5=[C:14]([CH:13]=[C:12]([C:9]6[NH:8][C:7]([C@@H:4]7[CH2:3][C@H:2]([CH3:1])[CH2:6][N:5]7[C:60](=[O:62])[C@H:59]([NH:58][C:56]([O:55][C:51]([CH3:52])([CH3:53])[CH3:54])=[O:57])[C:63]7[CH:68]=[CH:67][CH:66]=[CH:65][CH:64]=7)=[N:11][CH:10]=6)[CH:21]=4)[CH2:27][O:26][C:25]([CH:24]=2)=[C:16]35)=[CH:29][N:30]=1)=[O:46])=[O:42]. The catalyst class is: 3. (8) Reactant: [Cl:1][C:2]1[C:3]([NH:13][C:14]2[CH:19]=[CH:18][C:17]([Cl:20])=[CH:16][CH:15]=2)=[N:4][CH:5]=[C:6]([C:8]#[C:9][CH2:10][CH2:11][CH3:12])[CH:7]=1.[N-:21]=[N+:22]=[N-:23].[Na+]. Product: [Cl:20][C:17]1[CH:16]=[CH:15][C:14]([NH:13][C:3]2[C:2]([Cl:1])=[CH:7][C:6]([C:8]3[NH:21][N:22]=[N:23][C:9]=3[CH2:10][CH2:11][CH3:12])=[CH:5][N:4]=2)=[CH:19][CH:18]=1. The catalyst class is: 197. (9) Reactant: [H-].[Na+].[CH:3]1([OH:7])[CH2:6][CH2:5][CH2:4]1.[C:8]([C:10]1[CH:18]=[CH:17][C:13]([C:14]([OH:16])=[O:15])=[C:12](F)[CH:11]=1)#[N:9]. Product: [C:8]([C:10]1[CH:18]=[CH:17][C:13]([C:14]([OH:16])=[O:15])=[C:12]([O:7][CH:3]2[CH2:6][CH2:5][CH2:4]2)[CH:11]=1)#[N:9]. The catalyst class is: 9. (10) Reactant: CS(O[CH2:6][CH2:7][C:8]1[CH:13]=[CH:12][C:11]([NH:14][C:15]2[N:24]=[CH:23][C:22]3[CH2:21][C@@H:20]([C:25]4[CH:30]=[CH:29][C:28]([Cl:31])=[C:27]([Cl:32])[CH:26]=4)[C:19]4[CH:33]=[CH:34][CH:35]=[CH:36][C:18]=4[C:17]=3[N:16]=2)=[CH:10][CH:9]=1)(=O)=O.[CH3:37][O:38][CH2:39][CH2:40][N:41]1[CH2:46][CH2:45][NH:44][CH2:43][CH2:42]1. The catalyst class is: 66. Product: [ClH:31].[Cl:32][C:27]1[CH:26]=[C:25]([C@H:20]2[C:19]3[CH:33]=[CH:34][CH:35]=[CH:36][C:18]=3[C:17]3[N:16]=[C:15]([NH:14][C:11]4[CH:10]=[CH:9][C:8]([CH2:7][CH2:6][N:44]5[CH2:45][CH2:46][N:41]([CH2:40][CH2:39][O:38][CH3:37])[CH2:42][CH2:43]5)=[CH:13][CH:12]=4)[N:24]=[CH:23][C:22]=3[CH2:21]2)[CH:30]=[CH:29][C:28]=1[Cl:31].